From a dataset of Reaction yield outcomes from USPTO patents with 853,638 reactions. Predict the reaction yield, written as a fraction of the theoretical maximum amount of product (1.0 means a 100% yield; for example, 0.34 means a 34% yield). (1) The reactants are [Br:1][C:2]1[CH:7]=[C:6]([N+:8]([O-])=O)[C:5]([F:11])=[CH:4][C:3]=1[CH3:12].O.O.Cl[Sn]Cl.C([O-])(O)=O.[Na+]. The catalyst is C(O)C. The product is [Br:1][C:2]1[C:3]([CH3:12])=[CH:4][C:5]([F:11])=[C:6]([CH:7]=1)[NH2:8]. The yield is 0.300. (2) The reactants are [N:1]1[O:2][N:3]=[C:4]2[CH:9]=[C:8]([C:10]3[O:14][C:13]([CH3:16])([CH3:15])[C:12](=[O:17])[CH:11]=3)[CH:7]=[CH:6][C:5]=12.C1C(=O)N([Br:25])C(=O)C1. The catalyst is C(Cl)(Cl)Cl.C(Cl)Cl. The product is [N:1]1[O:2][N:3]=[C:4]2[CH:9]=[C:8]([C:10]3[O:14][C:13]([CH3:15])([CH3:16])[C:12](=[O:17])[C:11]=3[Br:25])[CH:7]=[CH:6][C:5]=12. The yield is 0.600. (3) The reactants are [C:1]([C:5]1[CH:23]=[CH:22][C:8]([C:9]([NH:11][C:12]2[CH:17]=[CH:16][N:15]=[CH:14][C:13]=2[C:18]([O:20]C)=[O:19])=[O:10])=[C:7]([O:24][CH:25]2[CH2:30][CH2:29][N:28]([C:31]([O:33][C:34]([CH3:37])([CH3:36])[CH3:35])=[O:32])[CH2:27][CH2:26]2)[CH:6]=1)([CH3:4])([CH3:3])[CH3:2].O.[Li+].[OH-]. The catalyst is O1CCCC1. The product is [C:1]([C:5]1[CH:23]=[CH:22][C:8]([C:9]([NH:11][C:12]2[CH:17]=[CH:16][N:15]=[CH:14][C:13]=2[C:18]([OH:20])=[O:19])=[O:10])=[C:7]([O:24][CH:25]2[CH2:26][CH2:27][N:28]([C:31]([O:33][C:34]([CH3:37])([CH3:36])[CH3:35])=[O:32])[CH2:29][CH2:30]2)[CH:6]=1)([CH3:4])([CH3:2])[CH3:3]. The yield is 0.800.